This data is from Full USPTO retrosynthesis dataset with 1.9M reactions from patents (1976-2016). The task is: Predict the reactants needed to synthesize the given product. (1) The reactants are: Cl[C:2]1[N:3]=[N:4][C:5]([N:11]2[CH2:16][CH2:15][N:14]([C:17]3[CH:22]=[CH:21][C:20]([C:23]([F:26])([F:25])[F:24])=[CH:19][N:18]=3)[CH2:13][CH2:12]2)=[C:6]2[CH:10]=[CH:9][O:8][C:7]=12.ClC1N=NC(N2CCN(C3C=CC(C(F)(F)F)=CN=3)CC2)=C2OC=CC=12.[Br-].[CH2:54]([Zn+])[C:55]1[CH:60]=[CH:59][CH:58]=[CH:57][CH:56]=1. Given the product [CH2:54]([C:2]1[N:3]=[N:4][C:5]([N:11]2[CH2:12][CH2:13][N:14]([C:17]3[CH:22]=[CH:21][C:20]([C:23]([F:25])([F:24])[F:26])=[CH:19][N:18]=3)[CH2:15][CH2:16]2)=[C:6]2[CH:10]=[CH:9][O:8][C:7]=12)[C:55]1[CH:60]=[CH:59][CH:58]=[CH:57][CH:56]=1, predict the reactants needed to synthesize it. (2) The reactants are: [F:1][C:2]1[N:7]=[CH:6][C:5]([OH:8])=[CH:4][CH:3]=1.[H-].[Na+].[CH3:11][O:12][CH2:13]Cl. Given the product [F:1][C:2]1[CH:3]=[CH:4][C:5]([O:8][CH2:11][O:12][CH3:13])=[CH:6][N:7]=1, predict the reactants needed to synthesize it.